This data is from Reaction yield outcomes from USPTO patents with 853,638 reactions. The task is: Predict the reaction yield, written as a fraction of the theoretical maximum amount of product (1.0 means a 100% yield; for example, 0.34 means a 34% yield). (1) The reactants are [N:1]([CH:4]1[C:10]2=[N:11][CH:12]=[CH:13][CH:14]=[C:9]2[CH2:8][CH2:7][CH2:6][CH2:5]1)=[N+]=[N-]. The catalyst is CO.[Pd]. The product is [N:11]1[CH:12]=[CH:13][CH:14]=[C:9]2[CH2:8][CH2:7][CH2:6][CH2:5][CH:4]([NH2:1])[C:10]=12. The yield is 0.880. (2) The reactants are [CH2:1]([OH:5])[C@@H:2]([OH:4])[CH3:3].[Si:6](Cl)([C:9]([CH3:12])([CH3:11])[CH3:10])([CH3:8])[CH3:7].N1C=CN=C1.CN(C)C=O. The catalyst is C(OCC)(=O)C. The product is [Si:6]([O:5][CH2:1][C@@H:2]([OH:4])[CH3:3])([C:9]([CH3:12])([CH3:11])[CH3:10])([CH3:8])[CH3:7]. The yield is 1.04. (3) The reactants are [C:1]([O:5][C:6]([N:8]1[CH2:12][C:11]([F:14])([F:13])[CH2:10][C@H:9]1[C:15](O)=[O:16])=[O:7])([CH3:4])([CH3:3])[CH3:2].B.C1COCC1. The catalyst is C1COCC1. The product is [F:14][C:11]1([F:13])[CH2:12][N:8]([C:6]([O:5][C:1]([CH3:2])([CH3:3])[CH3:4])=[O:7])[C@H:9]([CH2:15][OH:16])[CH2:10]1. The yield is 0.740.